Dataset: Reaction yield outcomes from USPTO patents with 853,638 reactions. Task: Predict the reaction yield, written as a fraction of the theoretical maximum amount of product (1.0 means a 100% yield; for example, 0.34 means a 34% yield). (1) The reactants are [C:1]([O:9][CH2:10][CH3:11])([O:6][CH2:7][CH3:8])(OCC)[CH3:2].N1C=CC=CC=1.[F:18][C:19]([F:30])([F:29])[C:20](O[C:20](=[O:21])[C:19]([F:30])([F:29])[F:18])=[O:21]. The catalyst is C(Cl)Cl. The product is [CH2:10]([O:9][C:1]([O:6][CH2:7][CH3:8])=[CH:2][C:20](=[O:21])[C:19]([F:30])([F:29])[F:18])[CH3:11]. The yield is 0.950. (2) The reactants are C(O[CH:4]=[C:5]1[C:13]2[C:8](=[CH:9][CH:10]=[C:11]([C:14]3[O:18][CH:17]=[N:16][CH:15]=3)[CH:12]=2)[NH:7][C:6]1=[O:19])C.Cl.[NH2:21][C:22]1[CH:27]=[CH:26][C:25]([S:28]([NH2:31])(=[O:30])=[O:29])=[CH:24][CH:23]=1. No catalyst specified. The product is [O:18]1[C:14]([C:11]2[CH:12]=[C:13]3[C:8](=[CH:9][CH:10]=2)[NH:7][C:6](=[O:19])[C:5]3=[CH:4][NH:21][C:22]2[CH:27]=[CH:26][C:25]([S:28]([NH2:31])(=[O:29])=[O:30])=[CH:24][CH:23]=2)=[CH:15][N:16]=[CH:17]1. The yield is 0.680. (3) The product is [F:46][C:47]1[CH:48]=[C:49]([CH:92]=[CH:93][CH:94]=1)[CH2:50][N:51]1[CH:55]=[C:54]([C:56]2[C:64]3[C:59](=[N:60][CH:61]=[C:62]([C:65]4[CH:70]=[CH:69][C:68]([N:71]5[CH2:72][CH2:73][N:74]([CH2:77][C@@H:78]([OH:80])[CH3:79])[CH2:75][CH2:76]5)=[C:67]([CH3:81])[CH:66]=4)[CH:63]=3)[NH:58][CH:57]=2)[CH:53]=[N:52]1. The yield is 0.558. The catalyst is C1COCC1.CO.O. The reactants are Cl.FC1C=C(C=CC=1)CN1C=C(C2C3C(=NC=C(C4C=CC(C5CCNCC5)=CC=4)C=3)N(S(C3C=CC(C)=CC=3)(=O)=O)C=2)C=N1.[F:46][C:47]1[CH:48]=[C:49]([CH:92]=[CH:93][CH:94]=1)[CH2:50][N:51]1[CH:55]=[C:54]([C:56]2[C:64]3[C:59](=[N:60][CH:61]=[C:62]([C:65]4[CH:70]=[CH:69][C:68]([N:71]5[CH2:76][CH2:75][N:74]([CH2:77][C@@H:78]([OH:80])[CH3:79])[CH2:73][CH2:72]5)=[C:67]([CH3:81])[CH:66]=4)[CH:63]=3)[N:58](S(C3C=CC(C)=CC=3)(=O)=O)[CH:57]=2)[CH:53]=[N:52]1.[OH-].[Li+].